Dataset: Full USPTO retrosynthesis dataset with 1.9M reactions from patents (1976-2016). Task: Predict the reactants needed to synthesize the given product. Given the product [CH3:1][O:2][CH2:3][O:4][C:5]1[C:6]([CH3:11])=[CH:7][CH:8]=[CH:9][C:10]=1[B:22]([OH:25])[OH:23], predict the reactants needed to synthesize it. The reactants are: [CH3:1][O:2][CH2:3][O:4][C:5]1[CH:10]=[CH:9][CH:8]=[CH:7][C:6]=1[CH3:11].[Li]C(C)(C)C.CCCCC.[B:22](OC)([O:25]C)[O:23]C.C1COCC1.Cl.